Dataset: TCR-epitope binding with 47,182 pairs between 192 epitopes and 23,139 TCRs. Task: Binary Classification. Given a T-cell receptor sequence (or CDR3 region) and an epitope sequence, predict whether binding occurs between them. (1) The epitope is KAYNVTQAF. The TCR CDR3 sequence is CASSLGLGEREGLDTQYF. Result: 1 (the TCR binds to the epitope). (2) The epitope is YFPLQSYGF. The TCR CDR3 sequence is CASSQDLPMGEQYF. Result: 1 (the TCR binds to the epitope). (3) The TCR CDR3 sequence is CASSTPGMGETQYF. The epitope is AYILFTRFFYV. Result: 0 (the TCR does not bind to the epitope). (4) The epitope is GMFNMLSTVLGVS. The TCR CDR3 sequence is CASSSQGTYEQYF. Result: 0 (the TCR does not bind to the epitope). (5) The epitope is MPASWVMRI. The TCR CDR3 sequence is CASSQDLSLSSYNEQFF. Result: 1 (the TCR binds to the epitope). (6) The epitope is SEETGTLIV. The TCR CDR3 sequence is CASSHEAVPAETQYF. Result: 0 (the TCR does not bind to the epitope). (7) The epitope is NLSALGIFST. The TCR CDR3 sequence is CASSPLDNWEQFF. Result: 1 (the TCR binds to the epitope).